This data is from hERG Central: cardiac toxicity at 1µM, 10µM, and general inhibition. The task is: Predict hERG channel inhibition at various concentrations. (1) The molecule is CCOC(=O)c1c(NC(=O)CSc2nnc(Cc3ccccc3)o2)sc(C(C)=O)c1C. Results: hERG_inhib (hERG inhibition (general)): blocker. (2) The molecule is C=CCN(C(=O)CCC(=O)Nc1cc(C)on1)C(C(=O)NC1CCCC1)c1ccc(Cl)cc1. Results: hERG_inhib (hERG inhibition (general)): blocker. (3) The molecule is COc1cccc(CN(C)C(=O)c2cccc(OC3CCN(C4CCCC4)CC3)c2)c1. Results: hERG_inhib (hERG inhibition (general)): blocker. (4) The compound is CCCOc1ccc2oc(=O)c3c(c2c1)CCCN3C(=O)CN1CCN(c2ncccn2)CC1. Results: hERG_inhib (hERG inhibition (general)): blocker. (5) The molecule is CCCn1c(=N)c(C(=O)NCc2ccc3c(c2)OCO3)cc2c(=O)n3cccc(C)c3nc21. Results: hERG_inhib (hERG inhibition (general)): blocker.